The task is: Predict the product of the given reaction.. This data is from Forward reaction prediction with 1.9M reactions from USPTO patents (1976-2016). Given the reactants [NH:1]1[C:9]2[C:4](=[CH:5][CH:6]=[C:7]([CH:10]([C:14]3[CH:19]=[CH:18][CH:17]=[CH:16][CH:15]=3)[CH2:11][C:12]#[N:13])[CH:8]=2)[CH:3]=[CH:2]1.[H-].[H-].[H-].[H-].[Li+].[Al+3], predict the reaction product. The product is: [NH:1]1[C:9]2[C:4](=[CH:5][CH:6]=[C:7]([CH:10]([C:14]3[CH:19]=[CH:18][CH:17]=[CH:16][CH:15]=3)[CH2:11][CH2:12][NH2:13])[CH:8]=2)[CH:3]=[CH:2]1.